This data is from Full USPTO retrosynthesis dataset with 1.9M reactions from patents (1976-2016). The task is: Predict the reactants needed to synthesize the given product. (1) Given the product [OH:36][CH:7]1[C:6]2[C:11](=[C:12]([CH2:13][CH2:14][N:15]3[CH2:20][CH2:19][CH:18]([N:21]4[C:29]5[C:24](=[CH:25][CH:26]=[C:27]([C:30]([NH:32][CH3:33])=[O:31])[CH:28]=5)[CH:23]=[CH:22]4)[CH2:17][CH2:16]3)[C:3]([O:2][CH3:1])=[CH:4][CH:5]=2)[O:10][C:9]([CH3:35])([CH3:34])[CH2:8]1, predict the reactants needed to synthesize it. The reactants are: [CH3:1][O:2][C:3]1[C:12]([CH2:13][CH2:14][N:15]2[CH2:20][CH2:19][CH:18]([N:21]3[C:29]4[C:24](=[CH:25][CH:26]=[C:27]([C:30]([NH:32][CH3:33])=[O:31])[CH:28]=4)[CH:23]=[CH:22]3)[CH2:17][CH2:16]2)=[C:11]2[C:6]([C:7](=[O:36])[CH2:8][C:9]([CH3:35])([CH3:34])[O:10]2)=[CH:5][CH:4]=1.[BH4-].[Na+].C(=O)(O)[O-].[Na+]. (2) Given the product [CH3:2][CH:3]1[CH2:7][CH2:6][CH2:5][CH:4]1[NH:8][C:20](=[O:21])[C:19]1[CH:23]=[C:24]([O:30][CH3:31])[C:25]([O:26][CH2:27][C:28]#[CH:29])=[C:17]([F:16])[CH:18]=1, predict the reactants needed to synthesize it. The reactants are: Cl.[CH3:2][CH:3]1[CH2:7][CH2:6][CH2:5][CH:4]1[NH2:8].C(N(CC)CC)C.[F:16][C:17]1[CH:18]=[C:19]([CH:23]=[C:24]([O:30][CH3:31])[C:25]=1[O:26][CH2:27][C:28]#[CH:29])[C:20](Cl)=[O:21]. (3) Given the product [Br:3][C:4]1[N:9]=[C:8]([N:10]([CH:19]([CH3:21])[CH3:20])[C:11](=[O:17])[O:12][C:13]([CH3:14])([CH3:16])[CH3:15])[CH:7]=[CH:6][CH:5]=1, predict the reactants needed to synthesize it. The reactants are: [H-].[Na+].[Br:3][C:4]1[N:9]=[C:8]([NH:10][C:11](=[O:17])[O:12][C:13]([CH3:16])([CH3:15])[CH3:14])[CH:7]=[CH:6][CH:5]=1.I[CH:19]([CH3:21])[CH3:20]. (4) Given the product [Br:1][C:2]1[CH:10]=[CH:9][CH:8]=[C:7]2[C:3]=1[CH:4]=[N:5][N:6]2[C:15]1[CH:14]=[N:13][C:12]([F:11])=[CH:17][CH:16]=1, predict the reactants needed to synthesize it. The reactants are: [Br:1][C:2]1[CH:10]=[CH:9][CH:8]=[C:7]2[C:3]=1[CH:4]=[N:5][NH:6]2.[F:11][C:12]1[CH:17]=[CH:16][C:15](B(O)O)=[CH:14][N:13]=1.N1C=CC=CC=1.